From a dataset of Full USPTO retrosynthesis dataset with 1.9M reactions from patents (1976-2016). Predict the reactants needed to synthesize the given product. (1) Given the product [Cl:1][C:2]1[CH:29]=[CH:28][C:5]([O:6][C:7]2[CH:12]=[CH:11][C:10]([C:13]3[C:16]4[CH:21]=[C:20]([O:22][CH3:23])[CH:19]=[CH:18][C:17]=4[O:15][N:14]=3)=[C:9]([CH2:25][CH2:26][CH3:27])[CH:8]=2)=[CH:4][CH:3]=1, predict the reactants needed to synthesize it. The reactants are: [Cl:1][C:2]1[CH:29]=[CH:28][C:5]([O:6][C:7]2[CH:12]=[CH:11][C:10](/[C:13](/[C:16]3[CH:21]=[C:20]([O:22][CH3:23])[CH:19]=[CH:18][C:17]=3F)=[N:14]/[OH:15])=[C:9]([CH2:25][CH2:26][CH3:27])[CH:8]=2)=[CH:4][CH:3]=1.C(=O)([O-])[O-].[Cs+].[Cs+]. (2) Given the product [OH:12][C:3]1[CH:4]=[CH:5][C:6]([C:8]([F:9])([F:10])[F:11])=[CH:7][C:2]=1[NH:1][C:17](=[O:18])[C:16]1[CH:20]=[CH:21][CH:22]=[CH:23][C:15]=1[S:14][CH3:13], predict the reactants needed to synthesize it. The reactants are: [NH2:1][C:2]1[CH:7]=[C:6]([C:8]([F:11])([F:10])[F:9])[CH:5]=[CH:4][C:3]=1[OH:12].[CH3:13][S:14][C:15]1[CH:23]=[CH:22][CH:21]=[CH:20][C:16]=1[C:17](O)=[O:18].CCN=C=NCCCN(C)C.Cl. (3) Given the product [Cl:26][C:25]1[CH:24]=[C:23]([CH:10]2[CH2:14][CH2:13][CH2:12][CH2:11]2)[C:22]([C:21]([NH:4][CH2:3][CH:2]2[CH2:1][CH2:17][O:18][CH2:6][CH2:7]2)=[O:32])=[CH:30][N:31]=1, predict the reactants needed to synthesize it. The reactants are: [C:1](N)(=O)[C:2]1[CH:7]=[CH:6]C=[N:4][CH:3]=1.[CH:10]1([Mg]Cl)[CH2:14][CH2:13][CH2:12][CH2:11]1.[CH3:17][OH:18].ClC1[C:21](=[O:32])[C:22]([C:30]#[N:31])=[C:23](C#N)[C:24](=O)[C:25]=1[Cl:26].